From a dataset of TCR-epitope binding with 47,182 pairs between 192 epitopes and 23,139 TCRs. Binary Classification. Given a T-cell receptor sequence (or CDR3 region) and an epitope sequence, predict whether binding occurs between them. (1) The epitope is FQPTNGVGY. The TCR CDR3 sequence is CASSPQLAGEWDTGELFF. Result: 0 (the TCR does not bind to the epitope). (2) The epitope is RPHERNGFTVL. The TCR CDR3 sequence is CASSLASDGPQETQYF. Result: 1 (the TCR binds to the epitope). (3) The epitope is KPLEFGATSAAL. The TCR CDR3 sequence is CASRDGQGRTDTQYF. Result: 1 (the TCR binds to the epitope). (4) The epitope is GTSGSPIINR. The TCR CDR3 sequence is CASSLQPSGTSFYNEQFF. Result: 1 (the TCR binds to the epitope). (5) The epitope is KLGGALQAK. The TCR CDR3 sequence is CASSAREQLVPSISGANVLTF. Result: 1 (the TCR binds to the epitope). (6) The epitope is NQKLIANQF. The TCR CDR3 sequence is CSVEDPNGSYEQYF. Result: 0 (the TCR does not bind to the epitope). (7) Result: 1 (the TCR binds to the epitope). The TCR CDR3 sequence is CASLLLLNNEQFF. The epitope is LLFGYPVYV.